Dataset: Catalyst prediction with 721,799 reactions and 888 catalyst types from USPTO. Task: Predict which catalyst facilitates the given reaction. (1) Reactant: ClC(Cl)(Cl)C([N:5]1[CH2:10][CH2:9][N:8]([C:11]2[CH:16]=[C:15]([S:17]([N:20]3[C:28]4[C:23](=[CH:24][CH:25]=[CH:26][C:27]=4[F:29])[CH:22]=[CH:21]3)(=[O:19])=[O:18])[CH:14]=[CH:13][C:12]=2[O:30][CH3:31])[CH2:7][CH2:6]1)=O.[OH-].[K+]. Product: [F:29][C:27]1[CH:26]=[CH:25][CH:24]=[C:23]2[C:28]=1[N:20]([S:17]([C:15]1[CH:14]=[CH:13][C:12]([O:30][CH3:31])=[C:11]([N:8]3[CH2:9][CH2:10][NH:5][CH2:6][CH2:7]3)[CH:16]=1)(=[O:19])=[O:18])[CH:21]=[CH:22]2. The catalyst class is: 1. (2) Reactant: [CH2:1]([O:3][C:4]1[CH:5]=[C:6]([CH:10]=[CH:11][C:12]=1[O:13][CH2:14][CH3:15])[C:7]([OH:9])=O)[CH3:2].O[NH:17][C:18]([C:20]1[C:21]2[CH:22]=[CH:23][NH:24][C:25]=2[CH:26]=[CH:27][CH:28]=1)=[NH:19].C1CN([P+](Br)(N2CCCC2)N2CCCC2)CC1.F[P-](F)(F)(F)(F)F.CCN(C(C)C)C(C)C. Product: [CH2:1]([O:3][C:4]1[CH:5]=[C:6]([C:7]2[O:9][N:19]=[C:18]([C:20]3[CH:28]=[CH:27][CH:26]=[C:25]4[C:21]=3[CH:22]=[CH:23][NH:24]4)[N:17]=2)[CH:10]=[CH:11][C:12]=1[O:13][CH2:14][CH3:15])[CH3:2]. The catalyst class is: 49. (3) Reactant: [Br:1][C:2]1[CH:11]=[CH:10][C:9]([O:12]C)=[C:8]2[C:3]=1[C:4](=[O:14])[NH:5][CH:6]=[N:7]2.B(Br)(Br)Br.CO. Product: [Br:1][C:2]1[CH:11]=[CH:10][C:9]([OH:12])=[C:8]2[C:3]=1[C:4](=[O:14])[NH:5][CH:6]=[N:7]2. The catalyst class is: 4. (4) Reactant: [CH:1]1([NH:7][C:8]2[N:13]=[CH:12][N:11]=[C:10]([C:14]([OH:16])=O)[CH:9]=2)[CH2:6][CH2:5][CH2:4][CH2:3][CH2:2]1.[NH2:17][C:18]1[CH:23]=[CH:22][C:21]([CH2:24][CH2:25][OH:26])=[CH:20][CH:19]=1. Product: [CH:1]1([NH:7][C:8]2[N:13]=[CH:12][N:11]=[C:10]([C:14]([NH:17][C:18]3[CH:23]=[CH:22][C:21]([CH2:24][CH2:25][OH:26])=[CH:20][CH:19]=3)=[O:16])[CH:9]=2)[CH2:2][CH2:3][CH2:4][CH2:5][CH2:6]1. The catalyst class is: 10. (5) Reactant: CO.C[O-].[Na+].[CH3:6][O:7][C:8]1[CH:16]=[CH:15][C:11]([CH2:12][C:13]#[N:14])=[CH:10][CH:9]=1.[C:17]1(=[O:23])[CH2:22][CH2:21][CH2:20][CH2:19][CH2:18]1. Product: [C:13]([CH:12]([C:11]1[CH:15]=[CH:16][C:8]([O:7][CH3:6])=[CH:9][CH:10]=1)[C:17]1([OH:23])[CH2:22][CH2:21][CH2:20][CH2:19][CH2:18]1)#[N:14]. The catalyst class is: 6.